Task: Predict the reaction yield, written as a fraction of the theoretical maximum amount of product (1.0 means a 100% yield; for example, 0.34 means a 34% yield).. Dataset: Reaction yield outcomes from USPTO patents with 853,638 reactions (1) The reactants are Br[CH2:2][CH2:3][C:4]([F:7])([F:6])[F:5].[Br:8][C:9]1[CH:14]=[CH:13][C:12]([SH:15])=[CH:11][CH:10]=1.C(=O)([O-])[O-].[K+].[K+].O. The catalyst is CN(C=O)C. The product is [F:5][C:4]([F:7])([F:6])[CH2:3][CH2:2][S:15][C:12]1[CH:13]=[CH:14][C:9]([Br:8])=[CH:10][CH:11]=1. The yield is 0.950. (2) The reactants are [Cl:1][C:2]1[CH:28]=[CH:27][C:5]([CH2:6][NH:7][C:8]([C:10]2[C:11]([OH:26])=[C:12]3[CH:18]=[C:17]([CH2:19][N:20]4[CH2:25][CH2:24][O:23][CH2:22][CH2:21]4)[S:16][C:13]3=[N:14][CH:15]=2)=[O:9])=[CH:4][CH:3]=1.C(=O)([O-])[O-].[K+].[K+].I[CH2:36][CH2:37][CH3:38].O. The catalyst is CN(C=O)C. The product is [Cl:1][C:2]1[CH:28]=[CH:27][C:5]([CH2:6][NH:7][C:8]([C:10]2[C:11](=[O:26])[C:12]3[CH:18]=[C:17]([CH2:19][N:20]4[CH2:21][CH2:22][O:23][CH2:24][CH2:25]4)[S:16][C:13]=3[N:14]([CH2:36][CH2:37][CH3:38])[CH:15]=2)=[O:9])=[CH:4][CH:3]=1. The yield is 0.730. (3) The reactants are C[O:2][C:3]([C:5]1([C:8]2[CH:9]=[CH:10][C:11]3[O:15][C:14](=[O:16])[NH:13][C:12]=3[CH:17]=2)[CH2:7][CH2:6]1)=[O:4].O[Li].O. The catalyst is CO.O. The product is [O:16]=[C:14]1[NH:13][C:12]2[CH:17]=[C:8]([C:5]3([C:3]([OH:4])=[O:2])[CH2:7][CH2:6]3)[CH:9]=[CH:10][C:11]=2[O:15]1. The yield is 0.840. (4) The reactants are [Cl-].O[NH3+:3].[C:4](=[O:7])([O-])[OH:5].[Na+].CS(C)=O.[F:13][C:14]1[CH:47]=[CH:46][C:45]([F:48])=[CH:44][C:15]=1[O:16][C:17]1[C:22](=[O:23])[N:21]([CH2:24][C:25]2[CH:30]=[CH:29][C:28]([C:31]3[C:32]([C:37]#[N:38])=[CH:33][CH:34]=[CH:35][CH:36]=3)=[CH:27][CH:26]=2)[C:20]([CH2:39][CH2:40][CH3:41])=[N:19][C:18]=1[CH2:42][CH3:43]. The catalyst is C(OCC)(=O)C. The product is [F:13][C:14]1[CH:47]=[CH:46][C:45]([F:48])=[CH:44][C:15]=1[O:16][C:17]1[C:22](=[O:23])[N:21]([CH2:24][C:25]2[CH:26]=[CH:27][C:28]([C:31]3[CH:36]=[CH:35][CH:34]=[CH:33][C:32]=3[C:37]3[NH:3][C:4](=[O:7])[O:5][N:38]=3)=[CH:29][CH:30]=2)[C:20]([CH2:39][CH2:40][CH3:41])=[N:19][C:18]=1[CH2:42][CH3:43]. The yield is 0.570. (5) The reactants are [OH:1][CH2:2][C:3]1([C:7]([N:9]2[CH2:15][C:14]3[CH:16]=[CH:17][C:18]([C:20]([O:22][CH3:23])=[O:21])=[CH:19][C:13]=3[O:12][CH2:11][C@@H:10]2[CH3:24])=[O:8])[CH2:6][CH2:5][CH2:4]1.[H-].[Na+].I[CH3:28]. The product is [CH3:28][O:1][CH2:2][C:3]1([C:7]([N:9]2[CH2:15][C:14]3[CH:16]=[CH:17][C:18]([C:20]([O:22][CH3:23])=[O:21])=[CH:19][C:13]=3[O:12][CH2:11][C@@H:10]2[CH3:24])=[O:8])[CH2:6][CH2:5][CH2:4]1. The catalyst is C1COCC1. The yield is 0.600. (6) The product is [NH2:6][CH2:7][C:8]1[N:16]2[C:11]([CH2:12][CH2:13][CH2:14][CH2:15]2)=[CH:10][C:9]=1[C:17]([O:19][CH3:20])=[O:18]. The catalyst is ClCCl. The reactants are CC(C)(S([NH:6][CH2:7][C:8]1[N:16]2[C:11]([CH2:12][CH2:13][CH2:14][CH2:15]2)=[CH:10][C:9]=1[C:17]([O:19][CH3:20])=[O:18])=O)C.Cl.C(OCC)C.C([O-])(O)=O.[Na+]. The yield is 0.940. (7) The reactants are [Cl:1][C:2]1[CH:24]=[C:23]([Cl:25])[C:22]([O:26][C@@H:27]([CH3:32])[C:28]([O:30][CH3:31])=[O:29])=[CH:21][C:3]=1[O:4][C:5]1[N:9]([CH3:10])[N:8]=[C:7]([CH3:11])[C:6]=1/[CH:12]=[CH:13]/[C:14]([O:16]C(C)(C)C)=[O:15].FC(F)(F)C(O)=O. No catalyst specified. The product is [Cl:1][C:2]1[CH:24]=[C:23]([Cl:25])[C:22]([O:26][C@@H:27]([CH3:32])[C:28]([O:30][CH3:31])=[O:29])=[CH:21][C:3]=1[O:4][C:5]1[N:9]([CH3:10])[N:8]=[C:7]([CH3:11])[C:6]=1/[CH:12]=[CH:13]/[C:14]([OH:16])=[O:15]. The yield is 0.940. (8) The reactants are [Cl:1][C:2]1[CH:3]=[C:4]2[C:8](=[CH:9][CH:10]=1)[NH:7][C:6]([C:11]([NH:13][NH:14][C:15](=[O:24])[C:16]1[CH:21]=[CH:20][C:19]([F:22])=[CH:18][C:17]=1[NH2:23])=[O:12])=[CH:5]2.O.[C:26]1([CH3:36])[CH:31]=[CH:30][C:29]([S:32]([OH:35])(=[O:34])=[O:33])=[CH:28][CH:27]=1. The catalyst is CCCCCC. The product is [C:26]1([CH3:36])[CH:27]=[CH:28][C:29]([S:32]([OH:35])(=[O:33])=[O:34])=[CH:30][CH:31]=1.[Cl:1][C:2]1[CH:3]=[C:4]2[C:8](=[CH:9][CH:10]=1)[NH:7][C:6]([C:11]([NH:13][NH:14][C:15](=[O:24])[C:16]1[CH:21]=[CH:20][C:19]([F:22])=[CH:18][C:17]=1[NH2:23])=[O:12])=[CH:5]2. The yield is 0.830. (9) The reactants are [NH2:1][C:2]1[NH:7][C:6](=[O:8])[N:5]([CH2:9][CH2:10][CH2:11][CH2:12][C@H:13]([O:15][CH3:16])[CH3:14])[C:4](=[O:17])[CH:3]=1.[CH2:18]=[C:19]1[O:23][C:21](=O)[CH2:20]1.[C:24]1(C=CC(O)=CC=1)O. The catalyst is C1C=CC=CC=1. The product is [CH3:24][N:7]1[C:2]2[NH:1][C:19]([CH3:18])=[CH:20][C:21](=[O:23])[C:3]=2[C:4](=[O:17])[N:5]([CH2:9][CH2:10][CH2:11][CH2:12][C@H:13]([O:15][CH3:16])[CH3:14])[C:6]1=[O:8]. The yield is 0.530. (10) The reactants are NC1(C2C=CC(C3C(=O)C4C(OC=3C3C=CC=CC=3)=C3C(=CC=4)NN=C3)=CC=2)CCC1.C(OC(=O)[NH:38][C:39]1([C:43]2[CH:48]=[CH:47][C:46]([C:49]3[C:54](=[O:55])[C:53]4[CH:56]=[CH:57][C:58]5[N:59]=[C:60]([CH3:64])[N:61]([CH3:63])[C:62]=5[C:52]=4[O:51][C:50]=3[C:65]3[CH:70]=[CH:69][CH:68]=[CH:67][CH:66]=3)=[CH:45][CH:44]=2)[CH2:42][CH2:41][CH2:40]1)(C)(C)C. No catalyst specified. The product is [NH2:38][C:39]1([C:43]2[CH:44]=[CH:45][C:46]([C:49]3[C:54](=[O:55])[C:53]4[CH:56]=[CH:57][C:58]5[N:59]=[C:60]([CH3:64])[N:61]([CH3:63])[C:62]=5[C:52]=4[O:51][C:50]=3[C:65]3[CH:66]=[CH:67][CH:68]=[CH:69][CH:70]=3)=[CH:47][CH:48]=2)[CH2:40][CH2:41][CH2:42]1. The yield is 0.800.